This data is from Reaction yield outcomes from USPTO patents with 853,638 reactions. The task is: Predict the reaction yield, written as a fraction of the theoretical maximum amount of product (1.0 means a 100% yield; for example, 0.34 means a 34% yield). (1) The reactants are Br[C:2]1[CH:3]=[CH:4][C:5]([C:8]([F:11])([F:10])[F:9])=[N:6][CH:7]=1.[OH:12][C:13]1[CH:18]=[CH:17][C:16](B(O)O)=[CH:15][CH:14]=1.C(=O)([O-])[O-].[Na+].[Na+]. The catalyst is O1CCOCC1.O.C1C=CC(/C=C/C(/C=C/C2C=CC=CC=2)=O)=CC=1.C1C=CC(/C=C/C(/C=C/C2C=CC=CC=2)=O)=CC=1.C1C=CC(/C=C/C(/C=C/C2C=CC=CC=2)=O)=CC=1.[Pd].[Pd]. The product is [F:9][C:8]([F:11])([F:10])[C:5]1[N:6]=[CH:7][C:2]([C:16]2[CH:17]=[CH:18][C:13]([OH:12])=[CH:14][CH:15]=2)=[CH:3][CH:4]=1. The yield is 0.950. (2) The reactants are [Cl:1][C:2]1[CH:7]=[CH:6][C:5]([NH:8][C:9]2[CH:14]=[N:13][CH:12]=[C:11]([Cl:15])[N:10]=2)=[CH:4][CH:3]=1.[C:16](O[C:16]([O:18][C:19]([CH3:22])([CH3:21])[CH3:20])=[O:17])([O:18][C:19]([CH3:22])([CH3:21])[CH3:20])=[O:17]. The catalyst is CN(C)C1C=CN=CC=1.O1CCCC1. The product is [C:19]([O:18][C:16](=[O:17])[N:8]([C:5]1[CH:4]=[CH:3][C:2]([Cl:1])=[CH:7][CH:6]=1)[C:9]1[CH:14]=[N:13][CH:12]=[C:11]([Cl:15])[N:10]=1)([CH3:22])([CH3:21])[CH3:20]. The yield is 0.780. (3) The reactants are [F:1][C:2]1[CH:3]=[CH:4][C:5]([CH2:8][O:9][C:10]2[CH:15]=[CH:14][N:13]([C:16]3[CH:21]=[CH:20][C:19]4[C:22]5[CH2:27][CH2:26][N:25](C(OC(C)(C)C)=O)[CH2:24][C:23]=5[S:35][C:18]=4[CH:17]=3)[C:12](=[O:36])[CH:11]=2)=[N:6][CH:7]=1.[ClH:37]. No catalyst specified. The product is [ClH:37].[F:1][C:2]1[CH:3]=[CH:4][C:5]([CH2:8][O:9][C:10]2[CH:15]=[CH:14][N:13]([C:16]3[CH:21]=[CH:20][C:19]4[C:22]5[CH2:27][CH2:26][NH:25][CH2:24][C:23]=5[S:35][C:18]=4[CH:17]=3)[C:12](=[O:36])[CH:11]=2)=[N:6][CH:7]=1. The yield is 0.800. (4) The reactants are [CH2:1]([O:3][C:4](=[O:11])[C:5]1[CH:10]=[CH:9][CH:8]=[CH:7][CH:6]=1)[CH3:2].C([SiH]([CH2:17][CH3:18])CC)C.[Cl:19][C:20]1[CH:21]=[C:22]2[C:26](=[CH:27][CH:28]=1)[NH:25][C:24]([CH2:29][CH2:30][N:31]1[C:39](=[O:40])[C:38]3[C:33](=[CH:34][CH:35]=[CH:36][CH:37]=3)[C:32]1=[O:41])=[CH:23]2.F[C:43](F)(F)C(O)=O. The catalyst is ClCCl.CO.C(N(CC)CC)C. The product is [CH2:1]([O:3][C:4](=[O:11])[C:5]1[CH:10]=[CH:9][C:8]([CH2:43][CH2:17][CH2:18][C:23]2[C:22]3[C:26](=[CH:27][CH:28]=[C:20]([Cl:19])[CH:21]=3)[NH:25][C:24]=2[CH2:29][CH2:30][N:31]2[C:32](=[O:41])[C:33]3[C:38](=[CH:37][CH:36]=[CH:35][CH:34]=3)[C:39]2=[O:40])=[CH:7][CH:6]=1)[CH3:2]. The yield is 0.500. (5) The reactants are C1N=CN([C:6]([N:8]2C=N[CH:10]=[CH:9]2)=[O:7])C=1.[CH2:13]([O:15][C:16]([C:18]1[C:26]2[C:21](=[CH:22][C:23]([Br:31])=[C:24]([CH2:27]C(O)=O)[CH:25]=2)[NH:20][C:19]=1[CH3:32])=[O:17])[CH3:14].CO[C:35]1[CH:36]=[C:37]([CH2:41]CN)[CH:38]=[CH:39][CH:40]=1. The catalyst is C1COCC1. The product is [CH2:13]([O:15][C:16]([C:18]1[C:26]2[C:21](=[CH:22][C:23]([Br:31])=[C:24]([CH2:27][C:6](=[O:7])[NH:8][CH2:9][CH2:10][C:35]3[CH:40]=[CH:39][CH:38]=[C:37]([CH3:41])[CH:36]=3)[CH:25]=2)[NH:20][C:19]=1[CH3:32])=[O:17])[CH3:14]. The yield is 0.840. (6) The reactants are [N+]([O-])(O)=O.OS(O)(=O)=O.[CH3:10][C:11]1C=C(C=CC=1)C(O)=O.CC1C([N+]([O-])=O)=C(C([N+]([O-])=O)=CC=1)C(O)=O.[CH3:36][C:37]1[C:38]([N+:49]([O-:51])=[O:50])=[CH:39][C:40]([N+:46]([O-:48])=[O:47])=[C:41]([CH:45]=1)[C:42]([OH:44])=[O:43].O=S(Cl)Cl. The catalyst is CCO. The product is [CH2:10]([O:43][C:42](=[O:44])[C:41]1[CH:45]=[C:37]([CH3:36])[C:38]([N+:49]([O-:51])=[O:50])=[CH:39][C:40]=1[N+:46]([O-:48])=[O:47])[CH3:11]. The yield is 0.200. (7) The reactants are [NH:1]1[CH2:6][CH2:5][CH:4]([NH:7][C:8](=[O:14])[O:9][C:10]([CH3:13])([CH3:12])[CH3:11])[CH2:3][CH2:2]1.[N:15]1([CH:24](N2N=C3C=CC=CC3=N2)[NH2:25])[C:19]2[CH:20]=[CH:21][CH:22]=[CH:23][C:18]=2[N:17]=[N:16]1.C(=O)([O-])[O-].[Na+].[Na+]. The catalyst is ClCCl. The product is [N:15]1([C:24](=[NH:25])[N:1]2[CH2:2][CH2:3][CH:4]([NH:7][C:8](=[O:14])[O:9][C:10]([CH3:11])([CH3:13])[CH3:12])[CH2:5][CH2:6]2)[C:19]2[CH:20]=[CH:21][CH:22]=[CH:23][C:18]=2[N:17]=[N:16]1. The yield is 0.810. (8) The reactants are [CH2:1]([OH:5])[CH2:2][CH2:3][CH3:4].[H-].[Na+].Cl[C:9]1[CH:10]=[CH:11][C:12]2[CH2:13][N:14]([C:20]([O:22][C:23]([CH3:26])([CH3:25])[CH3:24])=[O:21])[CH2:15][CH2:16][O:17][C:18]=2[N:19]=1.O. The catalyst is C1(C)C=CC=CC=1.C1C=CC(/C=C/C(/C=C/C2C=CC=CC=2)=O)=CC=1.C1C=CC(/C=C/C(/C=C/C2C=CC=CC=2)=O)=CC=1.C1C=CC(/C=C/C(/C=C/C2C=CC=CC=2)=O)=CC=1.[Pd].[Pd].C1C=CC(P(C2C(C3C(P(C4C=CC=CC=4)C4C=CC=CC=4)=CC=C4C=3C=CC=C4)=C3C(C=CC=C3)=CC=2)C2C=CC=CC=2)=CC=1. The product is [CH2:1]([O:5][C:9]1[CH:10]=[CH:11][C:12]2[CH2:13][N:14]([C:20]([O:22][C:23]([CH3:26])([CH3:25])[CH3:24])=[O:21])[CH2:15][CH2:16][O:17][C:18]=2[N:19]=1)[CH2:2][CH2:3][CH3:4]. The yield is 0.700. (9) The reactants are [Na].C(O)C.C(O[C:8]([C:10]1[CH:15]=[CH:14][C:13]([CH3:16])=[CH:12][N:11]=1)=[O:9])C.[C:17](#[N:19])[CH3:18]. The catalyst is CCCCCCC.C1(C)C=CC=CC=1. The product is [CH3:16][C:13]1[CH:14]=[CH:15][C:10]([C:8](=[O:9])[CH2:18][C:17]#[N:19])=[N:11][CH:12]=1. The yield is 0.840.